From a dataset of Forward reaction prediction with 1.9M reactions from USPTO patents (1976-2016). Predict the product of the given reaction. (1) Given the reactants [Cl:1][C:2]1[N:3]=[CH:4][NH:5][C:6]=1[Cl:7].[OH-].[K+].I[CH:11]([CH3:13])[CH3:12].[K+].[Br-].[Br:16]C[C:18]1[CH:27]=[CH:26][C:25]2[C:20](=[CH:21][CH:22]=[CH:23][CH:24]=2)[CH:19]=1.[C:28](#N)C, predict the reaction product. The product is: [Br-:16].[CH2:11]([C:13]1[C:22]([CH3:23])=[CH:21][C:20]2[C:25](=[CH:26][CH:27]=[CH:18][CH:19]=2)[C:24]=1[N+:3]1[C:2]([Cl:1])=[C:6]([Cl:7])[NH:5][CH:4]=1)[CH2:12][CH3:28]. (2) Given the reactants [OH:1][C:2]([CH3:18])([CH3:17])[CH2:3][CH2:4][CH2:5][CH:6]1[CH2:10][CH2:9][C:8]2([CH2:15][CH2:14][CH2:13][C:12](=[O:16])[CH2:11]2)[CH2:7]1.[CH3:19][Si:20]([CH3:27])([CH3:26])N1C=CN=C1, predict the reaction product. The product is: [CH3:17][C:2]([O:1][Si:20]([CH3:27])([CH3:26])[CH3:19])([CH3:18])[CH2:3][CH2:4][CH2:5][CH:6]1[CH2:10][CH2:9][C:8]2([CH2:15][CH2:14][CH2:13][C:12](=[O:16])[CH2:11]2)[CH2:7]1. (3) Given the reactants [CH2:1]([N:8]1[CH2:14][CH2:13][C:12]([Cl:15])=[C:11]([CH:16]([C:18]2[CH:23]=[CH:22][CH:21]=[CH:20][CH:19]=2)[OH:17])[CH2:10][CH2:9]1)[C:2]1[CH:7]=[CH:6][CH:5]=[CH:4][CH:3]=1.[Cr](Cl)([O-])(=O)=O.[NH+]1C=CC=CC=1.C(=O)([O-])[O-].[K+].[K+], predict the reaction product. The product is: [CH2:1]([N:8]1[CH2:14][CH2:13][C:12]([Cl:15])=[C:11]([C:16]([C:18]2[CH:23]=[CH:22][CH:21]=[CH:20][CH:19]=2)=[O:17])[CH2:10][CH2:9]1)[C:2]1[CH:3]=[CH:4][CH:5]=[CH:6][CH:7]=1. (4) Given the reactants [C:1]1([CH2:7][NH2:8])[CH:6]=[CH:5][CH:4]=[CH:3][CH:2]=1.O=[C:10]1[CH2:15][CH2:14][O:13][CH2:12][CH:11]1[C:16]([O:18][CH2:19][CH3:20])=[O:17], predict the reaction product. The product is: [CH2:7]([NH:8][C:10]1[CH2:15][CH2:14][O:13][CH2:12][C:11]=1[C:16]([O:18][CH2:19][CH3:20])=[O:17])[C:1]1[CH:6]=[CH:5][CH:4]=[CH:3][CH:2]=1. (5) Given the reactants [Br:1][C:2]1[N:7]=[CH:6][C:5]2[N:8]=[C:9]([C@H:15]([OH:17])[CH3:16])[N:10]([C@H:11]([CH2:13][CH3:14])[CH3:12])[C:4]=2[CH:3]=1.[O:18]1[CH:23]=[CH:22][CH2:21][CH2:20][CH2:19]1.C1(C)C=CC(S(O)(=O)=O)=CC=1, predict the reaction product. The product is: [Br:1][C:2]1[N:7]=[CH:6][C:5]2[N:8]=[C:9]([C@@H:15]([O:17][CH:19]3[CH2:20][CH2:21][CH2:22][CH2:23][O:18]3)[CH3:16])[N:10]([C@@H:11]([CH2:13][CH3:14])[CH3:12])[C:4]=2[CH:3]=1. (6) Given the reactants [CH3:1][O:2][C:3]1[C:4]([C:18]#[N:19])=[CH:5][S:6][C:7]=1[C:8]1[CH:17]=[CH:16][C:15]2[CH2:14][CH2:13][CH2:12]C[C:10]=2[CH:9]=1.C1C2C(=CC(B(O)O)=CC=2)CC1, predict the reaction product. The product is: [CH2:14]1[C:15]2[C:16](=[CH:17][C:8]([C:7]3[S:6][CH:5]=[C:4]([C:18]#[N:19])[C:3]=3[O:2][CH3:1])=[CH:9][CH:10]=2)[CH2:12][CH2:13]1.